From a dataset of Full USPTO retrosynthesis dataset with 1.9M reactions from patents (1976-2016). Predict the reactants needed to synthesize the given product. (1) Given the product [CH3:1][O:2][C:3](=[O:21])[CH:4]([C:6]1[CH:11]=[CH:10][C:9]([C:25]#[C:24][C:23]([CH3:27])([CH3:26])[CH3:22])=[C:8]([Cl:20])[CH:7]=1)[CH3:5], predict the reactants needed to synthesize it. The reactants are: [CH3:1][O:2][C:3](=[O:21])[CH:4]([C:6]1[CH:11]=[CH:10][C:9](OS(C(F)(F)F)(=O)=O)=[C:8]([Cl:20])[CH:7]=1)[CH3:5].[CH3:22][C:23]([CH3:27])([CH3:26])[C:24]#[CH:25].C(N(CC)CC)C.O. (2) Given the product [CH2:1]([N:4]1[CH2:8][CH2:7][C@@H:6]([C:9]2[CH:10]=[CH:11][C:12]([NH:15][S:35]([C:32]3[CH:33]=[CH:34][C:29]([S:28][C:27]([F:40])([F:26])[F:39])=[CH:30][CH:31]=3)(=[O:37])=[O:36])=[CH:13][CH:14]=2)[CH2:5]1)[CH2:2][CH3:3], predict the reactants needed to synthesize it. The reactants are: [CH2:1]([N:4]1[CH2:8][CH2:7][C@@H:6]([C:9]2[CH:14]=[CH:13][C:12]([NH2:15])=[CH:11][CH:10]=2)[CH2:5]1)[CH2:2][CH3:3].C[Si](C)(C)[N-][Si](C)(C)C.[K+].[F:26][C:27]([F:40])([F:39])[S:28][C:29]1[CH:34]=[CH:33][C:32]([S:35](F)(=[O:37])=[O:36])=[CH:31][CH:30]=1. (3) The reactants are: [OH:1][C:2]1[CH:13]=[CH:12][C:5]2[CH:6]=[C:7]([C:9]([OH:11])=O)[O:8][C:4]=2[CH:3]=1.C(Cl)(=O)C(Cl)=O.Cl.[CH2:21]1[O:29][C:28]2[CH:27]=[CH:26][C:25]([CH:30]3[C:34]4[NH:35][C:36]5[CH:37]=[CH:38][CH:39]=[CH:40][C:41]=5[C:42](=[O:43])[C:33]=4[CH2:32][NH:31]3)=[CH:24][C:23]=2[O:22]1.C(N(CC)CC)C. Given the product [CH2:21]1[O:29][C:28]2[CH:27]=[CH:26][C:25]([CH:30]3[C:34]4[NH:35][C:36]5[CH:37]=[CH:38][CH:39]=[CH:40][C:41]=5[C:42](=[O:43])[C:33]=4[CH2:32][N:31]3[C:9]([C:7]3[O:8][C:4]4[CH:3]=[C:2]([OH:1])[CH:13]=[CH:12][C:5]=4[CH:6]=3)=[O:11])=[CH:24][C:23]=2[O:22]1, predict the reactants needed to synthesize it.